This data is from Full USPTO retrosynthesis dataset with 1.9M reactions from patents (1976-2016). The task is: Predict the reactants needed to synthesize the given product. (1) The reactants are: C(=O)([O-])[O-].[Ca+2].I(Cl)(=O)=O.[I:10](Cl)(=O)=O.C([N+](C)(C)C)C1C=CC=CC=1.C1(C)C=CC=CC=1.[CH3:32][C:33]1[C:38]([CH3:39])=[CH:37][C:36]([CH3:40])=[C:35]([CH2:41][C:42]([CH3:44])=[CH2:43])[C:34]=1[OH:45]. Given the product [I:10][CH2:43][C:42]1([CH3:44])[CH2:41][C:35]2[C:36]([CH3:40])=[CH:37][C:38]([CH3:39])=[C:33]([CH3:32])[C:34]=2[O:45]1, predict the reactants needed to synthesize it. (2) Given the product [Cl:1][C:2]1[C:3]([CH:20]([S:29]([C:32]2[CH:37]=[CH:36][C:35]([Cl:38])=[CH:34][CH:33]=2)(=[O:31])=[O:30])[C:21]2[C:26]([F:27])=[CH:25][CH:24]=[CH:23][C:22]=2[F:28])=[CH:4][C:5]([NH2:8])=[N:6][CH:7]=1, predict the reactants needed to synthesize it. The reactants are: [Cl:1][C:2]1[C:3]([CH:20]([S:29]([C:32]2[CH:37]=[CH:36][C:35]([Cl:38])=[CH:34][CH:33]=2)(=[O:31])=[O:30])[C:21]2[C:26]([F:27])=[CH:25][CH:24]=[CH:23][C:22]=2[F:28])=[CH:4][C:5]([NH:8]CC2C=CC(OC)=C(OC)C=2)=[N:6][CH:7]=1.C(=O)(O)[O-].[Na+].CCCCCC. (3) Given the product [CH3:17][C:12]1([CH3:18])[CH:13]([C:14]([O:34][CH:33]([C:32]2[CH:35]=[CH:36][CH:37]=[C:30]([O:23][C:24]3[CH:25]=[CH:26][CH:27]=[CH:28][CH:29]=3)[CH:31]=2)[C:3]#[N:4])=[O:15])[CH:11]1/[CH:10]=[C:9](\[Cl:8])/[C:19]([F:22])([F:21])[F:20], predict the reactants needed to synthesize it. The reactants are: Cl[O-].[C-:3]#[N:4].[Na+].[C-]#N.[Cl:8]/[C:9](/[C:19]([F:22])([F:21])[F:20])=[CH:10]\[C@@H:11]1[C@H:13]([C:14](Cl)=[O:15])[C:12]1([CH3:18])[CH3:17].[O:23]([C:30]1[CH:31]=[C:32]([CH:35]=[CH:36][CH:37]=1)[CH:33]=[O:34])[C:24]1[CH:29]=[CH:28][CH:27]=[CH:26][CH:25]=1. (4) Given the product [BrH:9].[Br:9][C:5]1[CH:6]=[CH:7][C:2]([NH2:1])=[N:3][C:4]=1[CH3:8], predict the reactants needed to synthesize it. The reactants are: [NH2:1][C:2]1[CH:7]=[CH:6][CH:5]=[C:4]([CH3:8])[N:3]=1.[Br:9]Br. (5) Given the product [NH2:16][C:11]1[CH:12]=[CH:13][CH:14]=[CH:15][C:10]=1[NH:17][C:8]([NH:7][CH:1]1[CH2:6][CH2:5][CH2:4][CH2:3][CH2:2]1)=[O:9], predict the reactants needed to synthesize it. The reactants are: [CH:1]1([N:7]=[C:8]=[O:9])[CH2:6][CH2:5][CH2:4][CH2:3][CH2:2]1.[C:10]1([NH2:17])[CH:15]=[CH:14][CH:13]=[CH:12][C:11]=1[NH2:16]. (6) Given the product [C:1]([O:9][C@@H:10]1[C@@H:15]([O:16][C:17](=[O:24])[C:18]2[CH:23]=[CH:22][CH:21]=[CH:20][CH:19]=2)[C@H:14]([O:25][C:26](=[O:33])[C:27]2[CH:28]=[CH:29][CH:30]=[CH:31][CH:32]=2)[C@@H:13]([CH2:34][O:35][C:36](=[O:43])[C:37]2[CH:38]=[CH:39][CH:40]=[CH:41][CH:42]=2)[O:12][C@@H:11]1[O:44][C@@H:45]1[C@@H:50]([CH2:51][O:52][C:53](=[O:60])[C:54]2[CH:55]=[CH:56][CH:57]=[CH:58][CH:59]=2)[O:49][C@H:48]([O:61][C@@H:62]2[C@@H:67]([CH2:68][O:69][C:70](=[O:77])[C:71]3[CH:76]=[CH:75][CH:74]=[CH:73][CH:72]=3)[O:66][C@H:65]([O:78][C@@H:79]3[C@@H:84]([CH2:85][O:86][C:87](=[O:94])[C:88]4[CH:93]=[CH:92][CH:91]=[CH:90][CH:89]=4)[O:83][C@@H:82]([NH2:95])[C@H:81]([O:98][C:99](=[O:106])[C:100]4[CH:101]=[CH:102][CH:103]=[CH:104][CH:105]=4)[C@H:80]3[O:107][C:108](=[O:115])[C:109]3[CH:110]=[CH:111][CH:112]=[CH:113][CH:114]=3)[C@H:64]([O:116][C:117](=[O:124])[C:118]3[CH:123]=[CH:122][CH:121]=[CH:120][CH:119]=3)[C@H:63]2[O:125][C:126](=[O:133])[C:127]2[CH:132]=[CH:131][CH:130]=[CH:129][CH:128]=2)[C@H:47]([O:134][C:135](=[O:142])[C:136]2[CH:141]=[CH:140][CH:139]=[CH:138][CH:137]=2)[C@H:46]1[O:143][C:144](=[O:151])[C:145]1[CH:150]=[CH:149][CH:148]=[CH:147][CH:146]=1)(=[O:8])[C:2]1[CH:7]=[CH:6][CH:5]=[CH:4][CH:3]=1, predict the reactants needed to synthesize it. The reactants are: [C:1]([O:9][C@@H:10]1[C@@H:15]([O:16][C:17](=[O:24])[C:18]2[CH:23]=[CH:22][CH:21]=[CH:20][CH:19]=2)[C@H:14]([O:25][C:26](=[O:33])[C:27]2[CH:32]=[CH:31][CH:30]=[CH:29][CH:28]=2)[C@@H:13]([CH2:34][O:35][C:36](=[O:43])[C:37]2[CH:42]=[CH:41][CH:40]=[CH:39][CH:38]=2)[O:12][C@@H:11]1[O:44][C@@H:45]1[C@@H:50]([CH2:51][O:52][C:53](=[O:60])[C:54]2[CH:59]=[CH:58][CH:57]=[CH:56][CH:55]=2)[O:49][C@H:48]([O:61][C@@H:62]2[C@@H:67]([CH2:68][O:69][C:70](=[O:77])[C:71]3[CH:76]=[CH:75][CH:74]=[CH:73][CH:72]=3)[O:66][C@H:65]([O:78][C@@H:79]3[C@@H:84]([CH2:85][O:86][C:87](=[O:94])[C:88]4[CH:93]=[CH:92][CH:91]=[CH:90][CH:89]=4)[O:83][C@@H:82]([N:95]=[N+]=[N-])[C@H:81]([O:98][C:99](=[O:106])[C:100]4[CH:105]=[CH:104][CH:103]=[CH:102][CH:101]=4)[C@H:80]3[O:107][C:108](=[O:115])[C:109]3[CH:114]=[CH:113][CH:112]=[CH:111][CH:110]=3)[C@H:64]([O:116][C:117](=[O:124])[C:118]3[CH:123]=[CH:122][CH:121]=[CH:120][CH:119]=3)[C@H:63]2[O:125][C:126](=[O:133])[C:127]2[CH:132]=[CH:131][CH:130]=[CH:129][CH:128]=2)[C@H:47]([O:134][C:135](=[O:142])[C:136]2[CH:141]=[CH:140][CH:139]=[CH:138][CH:137]=2)[C@H:46]1[O:143][C:144](=[O:151])[C:145]1[CH:150]=[CH:149][CH:148]=[CH:147][CH:146]=1)(=[O:8])[C:2]1[CH:7]=[CH:6][CH:5]=[CH:4][CH:3]=1.C1(C)C=CC=CC=1.